Dataset: Reaction yield outcomes from USPTO patents with 853,638 reactions. Task: Predict the reaction yield, written as a fraction of the theoretical maximum amount of product (1.0 means a 100% yield; for example, 0.34 means a 34% yield). (1) The reactants are [C:1]([O:5][C:6]([N:8](C(OC(C)(C)C)=O)[C:9]1[O:17][C:16]2[C:11](=[N:12][CH:13]=[C:14]([CH:18]=[CH2:19])[CH:15]=2)[C:10]=1[C:20]([O:22]CC)=[O:21])=[O:7])([CH3:4])([CH3:3])[CH3:2].O[Li].O. The catalyst is C1COCC1.CO.O. The product is [C:1]([O:5][C:6]([NH:8][C:9]1[O:17][C:16]2[C:11](=[N:12][CH:13]=[C:14]([CH:18]=[CH2:19])[CH:15]=2)[C:10]=1[C:20]([OH:22])=[O:21])=[O:7])([CH3:4])([CH3:2])[CH3:3]. The yield is 0.830. (2) The reactants are [C:1]1([NH:7][CH:8]2[CH2:13][CH2:12][N:11]([C:14]([O:16][CH2:17][C@@H:18]([N:20]([CH2:28][C:29]3[CH:34]=[CH:33][CH:32]=[CH:31][CH:30]=3)[CH2:21][C:22]3[CH:27]=[CH:26][CH:25]=[CH:24][CH:23]=3)[CH3:19])=[O:15])[CH2:10][CH2:9]2)[CH:6]=[CH:5][CH:4]=[CH:3][CH:2]=1.[C:35](Cl)(=[O:40])[C:36]([CH3:39])([CH3:38])[CH3:37]. The catalyst is N1C=CC=CC=1.CN(C1C=CN=CC=1)C. The product is [C:1]1([N:7]([CH:8]2[CH2:13][CH2:12][N:11]([C:14]([O:16][CH2:17][C@@H:18]([N:20]([CH2:21][C:22]3[CH:23]=[CH:24][CH:25]=[CH:26][CH:27]=3)[CH2:28][C:29]3[CH:30]=[CH:31][CH:32]=[CH:33][CH:34]=3)[CH3:19])=[O:15])[CH2:10][CH2:9]2)[C:35](=[O:40])[C:36]([CH3:39])([CH3:38])[CH3:37])[CH:2]=[CH:3][CH:4]=[CH:5][CH:6]=1. The yield is 0.270. (3) The reactants are O[CH2:2][C:3]1[CH:12]=[N:11][C:10]2[N:9]3[CH2:13][CH2:14][CH2:15][CH2:16][C@H:8]3[C:7](=[O:17])[NH:6][C:5]=2[CH:4]=1.[I-].C(C[P+](C)(C)C)#N.CCN(C(C)C)C(C)C.Cl.[Cl:36][C:37]1[CH:38]=[C:39]([CH:44]=[CH:45][C:46]=1[N:47]1[CH2:52][CH2:51][NH:50][CH2:49][CH2:48]1)[C:40]([NH:42][CH3:43])=[O:41]. The catalyst is C(#N)CC.CS(C)=O. The product is [Cl:36][C:37]1[CH:38]=[C:39]([CH:44]=[CH:45][C:46]=1[N:47]1[CH2:48][CH2:49][N:50]([CH2:2][C:3]2[CH:12]=[N:11][C:10]3[N:9]4[CH2:13][CH2:14][CH2:15][CH2:16][C@H:8]4[C:7](=[O:17])[NH:6][C:5]=3[CH:4]=2)[CH2:51][CH2:52]1)[C:40]([NH:42][CH3:43])=[O:41]. The yield is 0.290. (4) The reactants are O=C1O[C@H]([C@H](CO)O)C([O-])=C1O.[Na+].[N-]=[N+]=[N-].[Na+].Br[C:19]1[N:24]=[C:23]([C@:25]2([CH3:43])[CH2:30][C@@H:29]([C:31]([F:34])([F:33])[F:32])[O:28][C:27]([NH:35][C:36](=[O:42])[O:37][C:38]([CH3:41])([CH3:40])[CH3:39])=[N:26]2)[C:22]([F:44])=[CH:21][CH:20]=1.C[NH:46][C@@H]1CCCC[C@H]1NC. The catalyst is [Cu]I.O. The product is [NH2:46][C:19]1[N:24]=[C:23]([C@:25]2([CH3:43])[CH2:30][C@@H:29]([C:31]([F:34])([F:33])[F:32])[O:28][C:27]([NH:35][C:36](=[O:42])[O:37][C:38]([CH3:41])([CH3:40])[CH3:39])=[N:26]2)[C:22]([F:44])=[CH:21][CH:20]=1. The yield is 0.580. (5) The reactants are [OH:1][C@H:2]([CH3:6])[C:3]([NH2:5])=O.F[B-](F)(F)F.C([O+](CC)CC)C.N[C:20]1[C:21]([NH:29][C@H:30]2[CH2:35][CH2:34][C@H:33]([OH:36])[CH2:32][CH2:31]2)=[C:22]2[S:28][CH:27]=[CH:26][C:23]2=[N:24][CH:25]=1. The catalyst is O1CCCC1.C(O)C. The product is [OH:1][C@@H:2]([C:3]1[N:29]([C@H:30]2[CH2:31][CH2:32][C@H:33]([OH:36])[CH2:34][CH2:35]2)[C:21]2=[C:22]3[S:28][CH:27]=[CH:26][C:23]3=[N:24][CH:25]=[C:20]2[N:5]=1)[CH3:6]. The yield is 0.00800. (6) The reactants are [NH2:1][C:2]1[CH:10]=[C:9]([F:11])[CH:8]=[CH:7][C:3]=1[C:4](O)=[O:5].C(O)(=O)C.[CH:16](N)=[NH:17]. The catalyst is COCCO. The product is [F:11][C:9]1[CH:10]=[C:2]2[C:3]([C:4](=[O:5])[NH:17][CH:16]=[N:1]2)=[CH:7][CH:8]=1. The yield is 0.650. (7) The reactants are [NH2:1][C:2]1[CH:7]=[CH:6][C:5]([C:8]2[CH:13]=[CH:12][CH:11]=[C:10]([Cl:14])[CH:9]=2)=[CH:4][C:3]=1[CH:15]([OH:17])[CH3:16].Cl[C:19](Cl)([O:21]C(=O)OC(Cl)(Cl)Cl)Cl. The catalyst is C1COCC1. The product is [Cl:14][C:10]1[CH:9]=[C:8]([C:5]2[CH:6]=[CH:7][C:2]3[NH:1][C:19](=[O:21])[O:17][CH:15]([CH3:16])[C:3]=3[CH:4]=2)[CH:13]=[CH:12][CH:11]=1. The yield is 0.910.